From a dataset of Forward reaction prediction with 1.9M reactions from USPTO patents (1976-2016). Predict the product of the given reaction. (1) Given the reactants Cl.[NH:2]([C:4]1[CH:9]=[CH:8][N:7]=[CH:6][CH:5]=1)[NH2:3].C(O[CH:13]=[C:14]([C:17]#[N:18])[C:15]#[N:16])C.C(N(CC)CC)C, predict the reaction product. The product is: [NH2:18][C:17]1[N:2]([C:4]2[CH:9]=[CH:8][N:7]=[CH:6][CH:5]=2)[N:3]=[CH:13][C:14]=1[C:15]#[N:16]. (2) Given the reactants F[C:2]1[CH:7]=[CH:6][C:5]([N+:8]([O-])=O)=[CH:4][CH:3]=1.C[O:12][C:13]1[CH:18]=[C:17]([CH2:19][CH3:20])[CH:16]=[CH:15][C:14]=1[OH:21].BrC1C([F:29])=CC(O)=C(OC)C=1, predict the reaction product. The product is: [NH2:8][C:5]1[CH:6]=[CH:7][C:2]([O:21][C:14]2[CH:15]=[C:16]([F:29])[C:17]([CH2:19][CH3:20])=[CH:18][C:13]=2[OH:12])=[CH:3][CH:4]=1. (3) Given the reactants C[Mg]Br.[CH2:4]([C@@:11]12[CH2:24][CH2:23][C@:22]([OH:29])([C:25]([F:28])([F:27])[F:26])[CH2:21][C@H:20]1[CH2:19][C:18](=[O:30])[C:17]1[CH:16]=[C:15]([C:31]([O:33][CH3:34])=[O:32])[CH:14]=[CH:13][C:12]2=1)[C:5]1[CH:10]=[CH:9][CH:8]=[CH:7][CH:6]=1.[CH2:35]1COCC1, predict the reaction product. The product is: [CH2:4]([C@@:11]12[CH2:24][CH2:23][C@:22]([OH:29])([C:25]([F:26])([F:27])[F:28])[CH2:21][C@H:20]1[CH2:19][C:18]([OH:30])([CH3:35])[C:17]1[CH:16]=[C:15]([C:31]([O:33][CH3:34])=[O:32])[CH:14]=[CH:13][C:12]2=1)[C:5]1[CH:6]=[CH:7][CH:8]=[CH:9][CH:10]=1.